Dataset: Full USPTO retrosynthesis dataset with 1.9M reactions from patents (1976-2016). Task: Predict the reactants needed to synthesize the given product. (1) Given the product [C:1]([O:5][C:6]([N:8]([CH3:14])[C@H:9]([CH3:13])[C:10]([O:12][NH:22][C:20]([O:19][C:15]([CH3:18])([CH3:17])[CH3:16])=[O:21])=[O:11])=[O:7])([CH3:4])([CH3:3])[CH3:2], predict the reactants needed to synthesize it. The reactants are: [C:1]([O:5][C:6]([N:8]([CH3:14])[C@H:9]([CH3:13])[C:10]([OH:12])=[O:11])=[O:7])([CH3:4])([CH3:3])[CH3:2].[C:15]([O:19][C:20]([NH:22]O)=[O:21])([CH3:18])([CH3:17])[CH3:16]. (2) Given the product [CH3:1][O:2][C:3](=[O:15])[C:4](=[O:14])[CH:5]([Cl:13])[C:6]1[CH:11]=[CH:10][CH:9]=[CH:8][C:7]=1[Cl:16], predict the reactants needed to synthesize it. The reactants are: [CH3:1][O:2][C:3](=[O:15])[C:4](=[O:14])[CH:5]([Cl:13])[C:6]1[CH:11]=[CH:10][C:9](F)=[CH:8][CH:7]=1.[Cl:16]C1C=CC=CC=1C=O.FC1C=CC(C=O)=CC=1. (3) Given the product [N:50]1([C:55]2[C:56]([C:7]([NH:9][C@H:10]3[CH2:14][CH2:13][CH2:12][C@@H:11]3[NH:15][C:16]3[CH:21]=[CH:20][C:19]([C:22]([F:25])([F:23])[F:24])=[CH:18][N:17]=3)=[O:8])=[N:57][CH:58]=[CH:59][CH:60]=2)[CH:54]=[CH:53][CH:52]=[N:51]1, predict the reactants needed to synthesize it. The reactants are: ClC1C=CC(N2N=CC=N2)=C(C=1)[C:7]([NH:9][C@H:10]1[CH2:14][CH2:13][CH2:12][C@@H:11]1[NH:15][C:16]1[CH:21]=[CH:20][C:19]([C:22]([F:25])([F:24])[F:23])=[CH:18][N:17]=1)=[O:8].Cl.FC(F)(F)C1C=CC(N[C@H]2CCC[C@@H]2N)=NC=1.[N:50]1([C:55]2[C:56](C(O)=O)=[N:57][CH:58]=[CH:59][CH:60]=2)[CH:54]=[CH:53][CH:52]=[N:51]1. (4) Given the product [CH2:25]([O:24][C@H:7]([C@@H:6]([O:32][CH2:33][C:34]1[CH:35]=[CH:36][CH:37]=[CH:38][CH:39]=1)[C@@H:5]([OH:4])[CH3:40])[CH2:8][CH2:9][CH2:10][C@H:11]([NH:16][C:17]([O:19][C:20]([CH3:23])([CH3:22])[CH3:21])=[O:18])[C:12]([OH:14])=[O:13])[C:26]1[CH:31]=[CH:30][CH:29]=[CH:28][CH:27]=1, predict the reactants needed to synthesize it. The reactants are: C([O:4][C@@H:5]([CH3:40])[C@H:6]([O:32][CH2:33][C:34]1[CH:39]=[CH:38][CH:37]=[CH:36][CH:35]=1)[C@@H:7]([O:24][CH2:25][C:26]1[CH:31]=[CH:30][CH:29]=[CH:28][CH:27]=1)[CH2:8][CH2:9][CH2:10][C@H:11]([NH:16][C:17]([O:19][C:20]([CH3:23])([CH3:22])[CH3:21])=[O:18])[C:12]([O:14]C)=[O:13])(=O)C.O[Li].O. (5) Given the product [CH:1]1[C:10]2[C:5](=[CH:6][CH:7]=[CH:8][CH:9]=2)[CH:4]=[CH:3][C:2]=1[CH2:11][N:12]1[CH2:19][C@H:18]2[NH:21][CH2:22][C@@H:13]1[CH2:14][CH:15]=[CH:16][CH2:17]2, predict the reactants needed to synthesize it. The reactants are: [CH:1]1[C:10]2[C:5](=[CH:6][CH:7]=[CH:8][CH:9]=2)[CH:4]=[CH:3][C:2]=1[CH2:11][N:12]1[C:19](=O)[C@H:18]2[NH:21][C:22](=O)[C@@H:13]1[CH2:14][CH:15]=[CH:16][CH2:17]2.CC(C[AlH]CC(C)C)C.Cl. (6) Given the product [CH3:1][C:2]1[CH:9]=[CH:8][C:7]([C:10]2[CH:15]=[CH:14][CH:13]=[CH:12][CH:11]=2)=[CH:6][C:3]=1[CH2:4][NH2:5], predict the reactants needed to synthesize it. The reactants are: [CH3:1][C:2]1[CH:9]=[CH:8][C:7]([C:10]2[CH:15]=[CH:14][CH:13]=[CH:12][CH:11]=2)=[CH:6][C:3]=1[C:4]#[N:5].O.N. (7) Given the product [F:20][C:21]([F:34])([F:35])[CH:22]([NH:23][C:15]([C:13]1[O:14][C:10]2[CH:9]=[C:8]([C:6]([O:5][C:1]([CH3:2])([CH3:3])[CH3:4])=[O:7])[CH:19]=[CH:18][C:11]=2[CH:12]=1)=[O:17])[C:24]1[CH:29]=[CH:28][CH:27]=[C:26]([C:30]([F:32])([F:33])[F:31])[CH:25]=1, predict the reactants needed to synthesize it. The reactants are: [C:1]([O:5][C:6]([C:8]1[CH:19]=[CH:18][C:11]2[CH:12]=[C:13]([C:15]([OH:17])=O)[O:14][C:10]=2[CH:9]=1)=[O:7])([CH3:4])([CH3:3])[CH3:2].[F:20][C:21]([F:35])([F:34])[CH:22]([C:24]1[CH:29]=[CH:28][CH:27]=[C:26]([C:30]([F:33])([F:32])[F:31])[CH:25]=1)[NH2:23].O.[Cl-].COC1N=C(OC)N=C([N+]2(C)CCOCC2)N=1.Cl. (8) Given the product [CH3:16][S:17]([O:20][CH2:21][CH:4]([N:1]=[N+:2]=[N-:3])[CH2:5][CH2:6][CH2:7][CH3:8])(=[O:19])=[O:18], predict the reactants needed to synthesize it. The reactants are: [N:1]([CH2:4][CH2:5][CH2:6][CH2:7][CH2:8]CO)=[N+:2]=[N-:3].S(Cl)(C)(=O)=O.[CH3:16][S:17]([O:20][CH2:21]CN=[N+]=[N-])(=[O:19])=[O:18].